The task is: Predict the reactants needed to synthesize the given product.. This data is from Full USPTO retrosynthesis dataset with 1.9M reactions from patents (1976-2016). (1) Given the product [Cl:1][C:2]1[C:3]2[C:10]([C:19]3[CH:24]=[CH:23][CH:22]=[CH:21][CH:20]=3)=[CH:9][N:8]([CH3:12])[C:4]=2[N:5]=[CH:6][N:7]=1, predict the reactants needed to synthesize it. The reactants are: [Cl:1][C:2]1[C:3]2[C:10](I)=[CH:9][N:8]([CH3:12])[C:4]=2[N:5]=[CH:6][N:7]=1.CC1(C)OB([C:19]2[CH:24]=[CH:23][CH:22]=[CH:21][CH:20]=2)OC1(C)C.C(=O)([O-])[O-].[Na+].[Na+]. (2) Given the product [NH2:11][C:12]1[C:21]2[N:22]=[C:23]([CH2:48][O:49][CH2:50][CH3:51])[N:24]([CH2:25][C:26]([O:29][C:30](=[O:47])[CH2:31][NH2:32])([CH3:28])[CH3:27])[C:20]=2[C:19]2[CH:18]=[CH:17][C:16]([CH2:52][CH2:53][C:54]([O:56][CH2:57][CH3:58])=[O:55])=[CH:15][C:14]=2[N:13]=1, predict the reactants needed to synthesize it. The reactants are: C(OC([NH:11][C:12]1[C:21]2[N:22]=[C:23]([CH2:48][O:49][CH2:50][CH3:51])[N:24]([CH2:25][C:26]([O:29][C:30](=[O:47])[CH2:31][N:32](CC3C=CC=CC=3)CC3C=CC=CC=3)([CH3:28])[CH3:27])[C:20]=2[C:19]2[CH:18]=[CH:17][C:16]([CH2:52][CH2:53][C:54]([O:56][CH2:57][CH3:58])=[O:55])=[CH:15][C:14]=2[N:13]=1)=O)C1C=CC=CC=1. (3) Given the product [Br:32][C:33]1[CH:34]=[C:35]([O:39][C:40]2[CH:47]=[CH:46][C:43]([CH2:44][NH:45][C:4](=[O:6])[C:3]3[CH:7]=[CH:8][CH:9]=[N:10][C:2]=3[NH2:1])=[CH:42][CH:41]=2)[CH:36]=[CH:37][CH:38]=1, predict the reactants needed to synthesize it. The reactants are: [NH2:1][C:2]1[N:10]=[CH:9][CH:8]=[CH:7][C:3]=1[C:4]([OH:6])=O.ON1C2C=CC=CC=2N=N1.CCN=C=NCCCN(C)C.[Br:32][C:33]1[CH:34]=[C:35]([O:39][C:40]2[CH:47]=[CH:46][C:43]([CH2:44][NH2:45])=[CH:42][CH:41]=2)[CH:36]=[CH:37][CH:38]=1.C(=O)(O)[O-].[Na+]. (4) Given the product [Cl:19][C:20]1[N:21]=[C:22]([C:27]([NH:1][C@H:2]2[CH2:7][CH2:6][N:5]([C:8]3[S:12][C:11]([C:13]([O:15][CH3:16])=[O:14])=[CH:10][CH:9]=3)[CH2:4][C@H:3]2[O:17][CH3:18])=[O:28])[NH:23][C:24]=1[CH2:25][CH3:26], predict the reactants needed to synthesize it. The reactants are: [NH2:1][C@H:2]1[CH2:7][CH2:6][N:5]([C:8]2[S:12][C:11]([C:13]([O:15][CH3:16])=[O:14])=[CH:10][CH:9]=2)[CH2:4][C@H:3]1[O:17][CH3:18].[Cl:19][C:20]1[N:21]=[C:22]([C:27](O)=[O:28])[NH:23][C:24]=1[CH2:25][CH3:26].CCN=C=NCCCN(C)C.Cl.ON1C2C=CC=CC=2N=N1.CN1CCOCC1.